Dataset: Forward reaction prediction with 1.9M reactions from USPTO patents (1976-2016). Task: Predict the product of the given reaction. Given the reactants [NH2:1][C@H:2]([CH3:5])[CH2:3][OH:4].[NH2:6][C:7]1[CH:14]=[CH:13][CH:12]=[C:11](F)[C:8]=1[C:9]#[N:10], predict the reaction product. The product is: [NH2:6][C:7]1[CH:14]=[CH:13][CH:12]=[C:11]([O:4][CH2:3][C@H:2]([NH2:1])[CH3:5])[C:8]=1[C:9]#[N:10].